From a dataset of Full USPTO retrosynthesis dataset with 1.9M reactions from patents (1976-2016). Predict the reactants needed to synthesize the given product. (1) Given the product [N:16]1([C:2]2[CH:3]=[CH:4][C:5]3[N:6]([C:8]([C:11]4[N:16]=[C:15]([OH:17])[CH:14]=[CH:13][CH:12]=4)=[N:9][N:10]=3)[N:7]=2)[CH2:11][CH2:12][CH2:13][CH2:14][CH2:15]1, predict the reactants needed to synthesize it. The reactants are: Cl[C:2]1[CH:3]=[CH:4][C:5]2[N:6]([C:8]([C:11]3[N:16]=[C:15]([OH:17])[CH:14]=[CH:13][CH:12]=3)=[N:9][N:10]=2)[N:7]=1. (2) The reactants are: [Cl:1][C:2]1[CH:3]=[C:4]([C:8]2[C:13]3[N:14]([CH2:17][C@H:18]4[CH2:23][CH2:22][C@H:21]([CH3:24])[CH2:20][CH2:19]4)[CH:15]=[N:16][C:12]=3[CH:11]=[C:10]([C:25]#[N:26])[N:9]=2)[CH:5]=[N:6][CH:7]=1.P([O-])([O-])(O)=O.[Na+].[Na+].[Br:34]N1C(C)(C)C(=O)N(Br)C1=O. Given the product [Br:34][C:15]1[N:14]([CH2:17][C@H:18]2[CH2:23][CH2:22][C@H:21]([CH3:24])[CH2:20][CH2:19]2)[C:13]2[C:8]([C:4]3[CH:5]=[N:6][CH:7]=[C:2]([Cl:1])[CH:3]=3)=[N:9][C:10]([C:25]#[N:26])=[CH:11][C:12]=2[N:16]=1, predict the reactants needed to synthesize it. (3) Given the product [CH2:22]([O:21][C:19]([C:18]1[C:24](=[O:25])[NH:15][C:11]2[C:10](=[C:9]([O:8][CH2:1][C:2]3[CH:3]=[CH:4][CH:5]=[CH:6][CH:7]=3)[CH:14]=[CH:13][CH:12]=2)[N:16]=1)=[O:20])[CH3:23], predict the reactants needed to synthesize it. The reactants are: [CH2:1]([O:8][C:9]1[CH:14]=[CH:13][CH:12]=[C:11]([NH2:15])[C:10]=1[NH2:16])[C:2]1[CH:7]=[CH:6][CH:5]=[CH:4][CH:3]=1.O=[C:18]([C:24]([O-])=[O:25])[C:19]([O:21][CH2:22][CH3:23])=[O:20].C(O)(=O)C.